This data is from Catalyst prediction with 721,799 reactions and 888 catalyst types from USPTO. The task is: Predict which catalyst facilitates the given reaction. (1) Reactant: [CH3:1][Mg+].[Br-].O=[C:5]1[N:9](C(OC(C)(C)C)=O)[C@H:8]([C:17]([O:19][CH3:20])=[O:18])[CH2:7][CH2:6]1. Product: [CH3:1][C:5]1[CH2:6][CH2:7][C@@H:8]([C:17]([O:19][CH3:20])=[O:18])[N:9]=1. The catalyst class is: 7. (2) Reactant: [CH:1]([C:3]1[C:4]([F:12])=[C:5]([C:8]([F:11])=[CH:9][CH:10]=1)[C:6]#[N:7])=[CH2:2].C1C=C(Cl)C=C(C(OO)=[O:21])C=1. Product: [F:12][C:4]1[C:3]([CH:1]2[CH2:2][O:21]2)=[CH:10][CH:9]=[C:8]([F:11])[C:5]=1[C:6]#[N:7]. The catalyst class is: 2. (3) Reactant: [N+:1]([C:4]1[CH:5]=[C:6]2[C:10](=[CH:11][CH:12]=1)[NH:9][CH:8]=[C:7]2[CH:13]=O)([O-:3])=[O:2].C(#N)[CH:16]([CH2:18][C:19]#[N:20])O.[NH:22]1CCCCC1. Product: [N+:1]([C:4]1[CH:5]=[C:6]2[C:10](=[CH:11][CH:12]=1)[NH:9][CH:8]=[C:7]2[CH:13]=[C:18]([C:16]#[N:22])[C:19]#[N:20])([O-:3])=[O:2]. The catalyst class is: 8.